Dataset: Experimentally validated miRNA-target interactions with 360,000+ pairs, plus equal number of negative samples. Task: Binary Classification. Given a miRNA mature sequence and a target amino acid sequence, predict their likelihood of interaction. The miRNA is hsa-miR-659-3p with sequence CUUGGUUCAGGGAGGGUCCCCA. The protein sequence of the target gene is MWLAAAAPSLARRLLFLGPPPPPLLLLVFSRSSRRRLHSLGLAAMPEKRPFERLPADVSPINYSLCLKPDLLDFTFEGKLEAAAQVRQATNQIVMNCADIDIITASYAPEGDEEIHATGFNYQNEDEKVTLSFPSTLQTGTGTLKIDFVGELNDKMKGFYRSKYTTPSGEVRYAAVTQFEATDARRAFPCWDEPAIKATFDISLVVPKDRVALSNMNVIDRKPYPDDENLVEVKFARTPVMSTYLVAFVVGEYDFVETRSKDGVCVRVYTPVGKAEQGKFALEVAAKTLPFYKDYFNVPY.... Result: 1 (interaction).